Dataset: Peptide-MHC class I binding affinity with 185,985 pairs from IEDB/IMGT. Task: Regression. Given a peptide amino acid sequence and an MHC pseudo amino acid sequence, predict their binding affinity value. This is MHC class I binding data. The peptide sequence is WTALMFAAY. The MHC is HLA-A23:01 with pseudo-sequence HLA-A23:01. The binding affinity (normalized) is 0.0847.